This data is from NCI-60 drug combinations with 297,098 pairs across 59 cell lines. The task is: Regression. Given two drug SMILES strings and cell line genomic features, predict the synergy score measuring deviation from expected non-interaction effect. Drug 1: CC1C(C(CC(O1)OC2CC(OC(C2O)C)OC3=CC4=CC5=C(C(=O)C(C(C5)C(C(=O)C(C(C)O)O)OC)OC6CC(C(C(O6)C)O)OC7CC(C(C(O7)C)O)OC8CC(C(C(O8)C)O)(C)O)C(=C4C(=C3C)O)O)O)O. Drug 2: C1=CC=C(C(=C1)C(C2=CC=C(C=C2)Cl)C(Cl)Cl)Cl. Cell line: OVCAR-4. Synergy scores: CSS=52.7, Synergy_ZIP=2.16, Synergy_Bliss=2.07, Synergy_Loewe=-40.2, Synergy_HSA=-0.408.